Dataset: Drug-target binding data from BindingDB using IC50 measurements. Task: Regression. Given a target protein amino acid sequence and a drug SMILES string, predict the binding affinity score between them. We predict pIC50 (pIC50 = -log10(IC50 in M); higher means more potent). Dataset: bindingdb_ic50. (1) The compound is COc1cc2[nH]ncc2cc1Nc1ncnc2[nH]nc(Br)c12. The target protein sequence is VSSQKLEKPIEMGSSEPLPIADGDRRRKKKRRGRATDSLPGKFEDMYKLTSELLGEGAYAKVQGAVSLQNGKEYAVKIIEKQAGHSRSRVFREVETLYQCQGNKNILELIEFFEDDTRFYLVFEKLQGGSILAHIQKQKHFNEREASRVVRDVAAALDFLHTKDKVSLCHLGWSAMAPSGLTAAPTSLGSSDPPTSASQVAGTTGIAHRDLKPENILCESPEKVSPVKICDFDLGSGMKLNNSCTPITTPELTTPCGSAEYMAPEVVEVFTDQATFYDKRCDLWSLGVVLYIMLSGYPPFVGHCGADCGWDRGEVCRVCQNKLFESIQEGKYEFPDKDWAHISSEAKDLISKLLVRDAKQRLSAAQVLQHPWVQGQAPEKGLPTPQVLQRNSSTMDLTLFAAEAIALNRQLSQHEENELAEEP. The pIC50 is 9.0. (2) The small molecule is CCCCCCCC(=O)C(F)(F)CCOP(=O)([O-])OCC[N+](C)(C)C. The target protein (P04180) has sequence MGPPGSPWQWVTLLLGLLLPPAAPFWLLNVLFPPHTTPKAELSNHTRPVILVPGCLGNQLEAKLDKPDVVNWMCYRKTEDFFTIWLDLNMFLPLGVDCWIDNTRVVYNRSSGLVSNAPGVQIRVPGFGKTYSVEYLDSSKLAGYLHTLVQNLVNNGYVRDETVRAAPYDWRLEPGQQEEYYRKLAGLVEEMHAAYGKPVFLIGHSLGCLHLLYFLLRQPQAWKDRFIDGFISLGAPWGGSIKPMLVLASGDNQGIPIMSSIKLKEEQRITTTSPWMFPSRMAWPEDHVFISTPSFNYTGRDFQRFFADLHFEEGWYMWLQSRDLLAGLPAPGVEVYCLYGVGLPTPRTYIYDHGFPYTDPVGVLYEDGDDTVATRSTELCGLWQGRQPQPVHLLPLHGIQHLNMVFSNLTLEHINAILLGAYRQGPPASPTASPEPPPPE. The pIC50 is 6.3.